Dataset: Full USPTO retrosynthesis dataset with 1.9M reactions from patents (1976-2016). Task: Predict the reactants needed to synthesize the given product. (1) Given the product [C:20]1([S:26]([N:7]2[C:8]3[C:4](=[CH:3][C:2]([Br:1])=[CH:10][CH:9]=3)[CH:5]=[C:6]2[C:11]2[CH:16]=[CH:15][CH:14]=[CH:13][C:12]=2[F:17])(=[O:28])=[O:27])[CH:25]=[CH:24][CH:23]=[CH:22][CH:21]=1, predict the reactants needed to synthesize it. The reactants are: [Br:1][C:2]1[CH:3]=[C:4]2[C:8](=[CH:9][CH:10]=1)[NH:7][C:6]([C:11]1[CH:16]=[CH:15][CH:14]=[CH:13][C:12]=1[F:17])=[CH:5]2.[H-].[Na+].[C:20]1([S:26](Cl)(=[O:28])=[O:27])[CH:25]=[CH:24][CH:23]=[CH:22][CH:21]=1. (2) The reactants are: [NH2:1][C:2]1[C:7]([N+:8]([O-])=O)=[CH:6][CH:5]=[CH:4][C:3]=1[CH2:11][CH2:12][OH:13].[H][H]. Given the product [NH2:1][C:2]1[C:7]([NH2:8])=[CH:6][CH:5]=[CH:4][C:3]=1[CH2:11][CH2:12][OH:13], predict the reactants needed to synthesize it.